This data is from Full USPTO retrosynthesis dataset with 1.9M reactions from patents (1976-2016). The task is: Predict the reactants needed to synthesize the given product. (1) Given the product [I:29][C:2]1[CH:7]=[CH:6][C:5]([NH:8][C:9]([NH:11][C:12]2[CH:17]=[CH:16][CH:15]=[C:14]([C:18]3[CH:23]=[CH:22][CH:21]=[C:20]([N:24]4[CH2:28][CH2:27][CH2:26][CH2:25]4)[N:19]=3)[CH:13]=2)=[O:10])=[CH:4][CH:3]=1, predict the reactants needed to synthesize it. The reactants are: Cl[C:2]1[CH:7]=[CH:6][C:5]([NH:8][C:9]([NH:11][C:12]2[CH:17]=[CH:16][CH:15]=[C:14]([C:18]3[CH:23]=[CH:22][CH:21]=[C:20]([N:24]4[CH2:28][CH2:27][CH2:26][CH2:25]4)[N:19]=3)[CH:13]=2)=[O:10])=[CH:4][CH:3]=1.[I:29]C1C=CC(N)=CC=1.CCN(C(C)C)C(C)C. (2) Given the product [B:1]([O-:4])([O-:3])[O-:2].[Zn+2:5].[B:1]([O-:4])([O-:3])[O-:2].[Zn+2:5].[Zn+2:5], predict the reactants needed to synthesize it. The reactants are: [B:1]([OH:4])([OH:3])[OH:2].[Zn:5]. (3) Given the product [Si:1]([O:8][CH2:9][C:10]1[CH:11]=[C:12]([C:16]2[N:21]=[C:20]([C:22]([NH:41][C:42]3[C:43]([CH3:53])=[CH:44][C:45]([C:49]([O:51][CH3:52])=[O:50])=[N:46][C:47]=3[CH3:48])=[O:23])[C:19]([CH3:25])=[CH:18][CH:17]=2)[CH:13]=[CH:14][CH:15]=1)([C:4]([CH3:5])([CH3:6])[CH3:7])([CH3:3])[CH3:2], predict the reactants needed to synthesize it. The reactants are: [Si:1]([O:8][CH2:9][C:10]1[CH:11]=[C:12]([C:16]2[N:21]=[C:20]([C:22](O)=[O:23])[C:19]([CH3:25])=[CH:18][CH:17]=2)[CH:13]=[CH:14][CH:15]=1)([C:4]([CH3:7])([CH3:6])[CH3:5])([CH3:3])[CH3:2].ClC(OCC(C)C)=O.CN1CCOCC1.[NH2:41][C:42]1[C:43]([CH3:53])=[CH:44][C:45]([C:49]([O:51][CH3:52])=[O:50])=[N:46][C:47]=1[CH3:48].